This data is from Full USPTO retrosynthesis dataset with 1.9M reactions from patents (1976-2016). The task is: Predict the reactants needed to synthesize the given product. (1) Given the product [N+:20]([C:23]1[CH:28]=[CH:27][CH:26]=[CH:25][C:24]=1[N:29]1[C:8](=[O:10])[C:7]([C:3]2[CH:2]=[N:1][CH:6]=[CH:5][CH:4]=2)=[CH:11][C:12]([C:14]2[CH:19]=[CH:18][CH:17]=[CH:16][N:15]=2)=[N:30]1)([O-:22])=[O:21], predict the reactants needed to synthesize it. The reactants are: [N:1]1[CH:6]=[CH:5][CH:4]=[C:3]([CH:7]([CH2:11][C:12]([C:14]2[CH:19]=[CH:18][CH:17]=[CH:16][N:15]=2)=O)[C:8]([OH:10])=O)[CH:2]=1.[N+:20]([C:23]1[CH:28]=[CH:27][CH:26]=[CH:25][C:24]=1[NH:29][NH2:30])([O-:22])=[O:21]. (2) Given the product [ClH:2].[NH2:44][CH2:43][C@H:40]1[CH2:39][CH2:38][C@H:37]([C:35]([NH:34][C@@H:16]([CH2:17][C:18]2[CH:19]=[CH:20][C:21]([C:24]3[CH:29]=[CH:28][C:27]([S:30](=[O:32])(=[O:33])[NH2:31])=[CH:26][CH:25]=3)=[CH:22][CH:23]=2)[C:15]([NH:14][C:11]2[CH:10]=[CH:9][C:8]([C:6]3[NH:7][C:3]([Cl:2])=[N:4][N:5]=3)=[CH:13][CH:12]=2)=[O:52])=[O:36])[CH2:42][CH2:41]1, predict the reactants needed to synthesize it. The reactants are: Cl.[Cl:2][C:3]1[NH:7][C:6]([C:8]2[CH:13]=[CH:12][C:11]([NH:14][C:15](=[O:52])[C@@H:16]([NH:34][C:35]([C@H:37]3[CH2:42][CH2:41][C@H:40]([CH2:43][NH:44]C(=O)OC(C)(C)C)[CH2:39][CH2:38]3)=[O:36])[CH2:17][C:18]3[CH:23]=[CH:22][C:21]([C:24]4[CH:29]=[CH:28][C:27]([S:30](=[O:33])(=[O:32])[NH2:31])=[CH:26][CH:25]=4)=[CH:20][CH:19]=3)=[CH:10][CH:9]=2)=[N:5][N:4]=1.C(#N)C. (3) Given the product [Cl:19][C:20]1[CH:21]=[C:22]([NH:23][C:2]2[C:11]3[C:6](=[C:7]([S:15][CH3:16])[CH:8]=[C:9]([N+:12]([O-:14])=[O:13])[CH:10]=3)[N:5]=[CH:4][C:3]=2[C:17]#[N:18])[CH:24]=[CH:25][C:26]=1[F:27], predict the reactants needed to synthesize it. The reactants are: Cl[C:2]1[C:11]2[C:6](=[C:7]([S:15][CH3:16])[CH:8]=[C:9]([N+:12]([O-:14])=[O:13])[CH:10]=2)[N:5]=[CH:4][C:3]=1[C:17]#[N:18].[Cl:19][C:20]1[CH:21]=[C:22]([CH:24]=[CH:25][C:26]=1[F:27])[NH2:23].